This data is from Forward reaction prediction with 1.9M reactions from USPTO patents (1976-2016). The task is: Predict the product of the given reaction. (1) Given the reactants [CH3:1][S:2]([CH2:5][C:6](=O)[CH3:7])(=[O:4])=[O:3].[CH3:9][NH:10][NH2:11], predict the reaction product. The product is: [CH3:9][NH:10][N:11]=[C:6]([CH3:7])[CH2:5][S:2]([CH3:1])(=[O:4])=[O:3]. (2) Given the reactants C1(C=CC=C(O)C=1)O.[N:9]1([CH2:66][C:67]2[C:76]([O:77]C)=[CH:75][C:70]([C:71]([O:73][CH3:74])=[O:72])=[CH:69][C:68]=2[O:79]C)[CH2:20][CH2:19][N:18]([CH2:21][C:22]2[C:31]([O:32]C)=[CH:30][C:25]([C:26]([O:28][CH3:29])=[O:27])=[CH:24][C:23]=2[O:34]C)[CH2:17][CH2:16][N:15]([CH2:36][C:37]2[C:46]([O:47]C)=[CH:45][C:40]([C:41]([O:43][CH3:44])=[O:42])=[CH:39][C:38]=2[O:49]C)[CH2:14][CH2:13][N:12]([CH2:51][C:52]2[C:61]([O:62]C)=[CH:60][C:55]([C:56]([O:58][CH3:59])=[O:57])=[CH:54][C:53]=2[O:64]C)[CH2:11][CH2:10]1.B(Br)(Br)Br, predict the reaction product. The product is: [N:9]1([CH2:66][C:67]2[C:76]([OH:77])=[CH:75][C:70]([C:71]([O:73][CH3:74])=[O:72])=[CH:69][C:68]=2[OH:79])[CH2:20][CH2:19][N:18]([CH2:21][C:22]2[C:23]([OH:34])=[CH:24][C:25]([C:26]([O:28][CH3:29])=[O:27])=[CH:30][C:31]=2[OH:32])[CH2:17][CH2:16][N:15]([CH2:36][C:37]2[C:38]([OH:49])=[CH:39][C:40]([C:41]([O:43][CH3:44])=[O:42])=[CH:45][C:46]=2[OH:47])[CH2:14][CH2:13][N:12]([CH2:51][C:52]2[C:61]([OH:62])=[CH:60][C:55]([C:56]([O:58][CH3:59])=[O:57])=[CH:54][C:53]=2[OH:64])[CH2:11][CH2:10]1. (3) Given the reactants C(Cl)CCl.C(C[C@H:10]([N:14]([CH2:19][C:20]([OH:22])=[O:21])[CH2:15][C:16]([OH:18])=[O:17])[C:11]([OH:13])=[O:12])CCN, predict the reaction product. The product is: [N:14]([CH2:10][C:11]([OH:13])=[O:12])([CH2:15][C:16]([OH:18])=[O:17])[CH2:19][C:20]([OH:22])=[O:21]. (4) Given the reactants C([O:5][C:6](=[O:27])[CH2:7][N:8]1[C:12]([C:13]2[CH:18]=[CH:17][CH:16]=[CH:15][CH:14]=2)=[CH:11][CH:10]=[C:9]1[C:19](=[O:26])[C:20]1[CH:25]=[CH:24][CH:23]=[CH:22][CH:21]=1)(C)(C)C, predict the reaction product. The product is: [C:19]([C:9]1[N:8]([CH2:7][C:6]([OH:27])=[O:5])[C:12]([C:13]2[CH:18]=[CH:17][CH:16]=[CH:15][CH:14]=2)=[CH:11][CH:10]=1)(=[O:26])[C:20]1[CH:25]=[CH:24][CH:23]=[CH:22][CH:21]=1. (5) Given the reactants [C:1]([C:5]1[N:9]([CH3:10])[N:8]=[C:7]([NH2:11])[CH:6]=1)([CH3:4])([CH3:3])[CH3:2].C(N(CC)CC)C.[CH3:19][O:20][P:21]([CH:25]([O:29][CH3:30])[C:26](Cl)=[O:27])([O:23][CH3:24])=[O:22].O, predict the reaction product. The product is: [C:1]([C:5]1[N:9]([CH3:10])[N:8]=[C:7]([NH:11][C:26](=[O:27])[CH:25]([P:21]([O:23][CH3:24])([O:20][CH3:19])=[O:22])[O:29][CH3:30])[CH:6]=1)([CH3:4])([CH3:2])[CH3:3]. (6) Given the reactants [NH2:1][C:2]1[CH:3]=[N:4][N:5]([CH:7]([C:22]2[CH:27]=[CH:26][CH:25]=[CH:24][CH:23]=2)[C:8]2(F)[CH2:13]CN(C(OC(C)(C)C)=O)CC2)[CH:6]=1.C([C@H:36]1[O:41]CC[N:38]([C:42]([O:44][C:45]([CH3:48])([CH3:47])[CH3:46])=[O:43])[CH2:37]1)(=O)C1C=CC=CC=1, predict the reaction product. The product is: [NH2:1][C:2]1[CH:3]=[N:4][N:5]([CH:7]([C:22]2[CH:23]=[CH:24][CH:25]=[CH:26][CH:27]=2)[C@H:8]2[O:41][CH2:36][CH2:37][N:38]([C:42]([O:44][C:45]([CH3:48])([CH3:47])[CH3:46])=[O:43])[CH2:13]2)[CH:6]=1.